This data is from Forward reaction prediction with 1.9M reactions from USPTO patents (1976-2016). The task is: Predict the product of the given reaction. (1) Given the reactants [Cl:1][C:2]1[N:11]=[C:10](Cl)[C:9]2[C:4](=[CH:5][CH:6]=[CH:7][CH:8]=2)[N:3]=1.[CH:13]1([NH2:18])[CH2:17][CH2:16][CH2:15][CH2:14]1.[CH3:19][C:20]1[CH:24]=[C:23]([CH3:25])[NH:22][N:21]=1, predict the reaction product. The product is: [ClH:1].[CH:13]1([NH:18][C:10]2[C:9]3[C:4](=[CH:5][CH:6]=[CH:7][CH:8]=3)[N:3]=[C:2]([N:21]3[C:20]([CH3:19])=[CH:24][C:23]([CH3:25])=[N:22]3)[N:11]=2)[CH2:17][CH2:16][CH2:15][CH2:14]1. (2) The product is: [Cl:13][C:12]1[CH:11]=[CH:10][C:9]([C@H:14]([NH:17][S@@:18]([C:20]([CH3:22])([CH3:21])[CH3:23])=[O:19])[CH2:15][CH3:16])=[C:8]([F:24])[C:7]=1[O:6][C:5]1[CH:4]=[CH:3][C:2]([NH:1][C:36]([N:35]([CH3:39])[CH3:34])=[O:37])=[CH:26][CH:25]=1. Given the reactants [NH2:1][C:2]1[CH:26]=[CH:25][C:5]([O:6][C:7]2[C:8]([F:24])=[C:9]([C@H:14]([NH:17][S@@:18]([C:20]([CH3:23])([CH3:22])[CH3:21])=[O:19])[CH2:15][CH3:16])[CH:10]=[CH:11][C:12]=2[Cl:13])=[CH:4][CH:3]=1.CCN(CC)CC.[CH3:34][N:35]([CH3:39])[C:36](Cl)=[O:37].O, predict the reaction product. (3) The product is: [OH:1][C:2]1[CH:3]=[C:4]([NH:8][C:9](=[O:11])[CH3:10])[CH:5]=[CH:6][C:7]=1[N:14]1[CH2:19][CH2:18][O:17][CH2:16][CH2:15]1. Given the reactants [OH:1][C:2]1[CH:3]=[C:4]([NH:8][C:9](=[O:11])[CH3:10])[CH:5]=[CH:6][CH:7]=1.C=O.[NH:14]1[CH2:19][CH2:18][O:17][CH2:16][CH2:15]1, predict the reaction product. (4) Given the reactants C(N(CC)CC)C.[NH2:8][C:9]1[C:14]([C:15]([F:18])([F:17])[F:16])=[CH:13][C:12]([CH2:19][C:20]([C:30]([O:32][CH2:33][CH3:34])=[O:31])([C:25]([O:27][CH2:28][CH3:29])=[O:26])[CH2:21][C:22]([OH:24])=O)=[CH:11][C:10]=1[Cl:35].[NH:36]1[CH2:41][CH2:40][CH:39]([N:42]2[CH2:51][C:50]3[C:45](=[CH:46][CH:47]=[CH:48][CH:49]=3)[NH:44][C:43]2=[O:52])[CH2:38][CH2:37]1.CN(C(ON1N=NC2C=CC=CC1=2)=[N+](C)C)C.[B-](F)(F)(F)F.C1C=CC2N(O)N=NC=2C=1, predict the reaction product. The product is: [NH2:8][C:9]1[C:14]([C:15]([F:18])([F:17])[F:16])=[CH:13][C:12]([CH2:19][C:20]([CH2:21][C:22](=[O:24])[N:36]2[CH2:37][CH2:38][CH:39]([N:42]3[CH2:51][C:50]4[C:45](=[CH:46][CH:47]=[CH:48][CH:49]=4)[NH:44][C:43]3=[O:52])[CH2:40][CH2:41]2)([C:30]([O:32][CH2:33][CH3:34])=[O:31])[C:25]([O:27][CH2:28][CH3:29])=[O:26])=[CH:11][C:10]=1[Cl:35].